From a dataset of Catalyst prediction with 721,799 reactions and 888 catalyst types from USPTO. Predict which catalyst facilitates the given reaction. (1) Reactant: [NH2:1][C:2]1[N:9]=[CH:8][CH:7]=[CH:6][C:3]=1[C:4]#[N:5].C(=O)([O-])[O-].[Na+].[Na+].[Br:16]Br. Product: [NH2:1][C:2]1[N:9]=[CH:8][C:7]([Br:16])=[CH:6][C:3]=1[C:4]#[N:5]. The catalyst class is: 15. (2) Reactant: [CH:1]1[CH:6]=[C:5]([NH2:7])[C:4]([NH:8][C:9](C2C=CC(N)=CC=2)=O)=[CH:3][CH:2]=1.BrC#[N:20]. Product: [NH2:20][C:9]1[NH:8][C:4]2[CH:3]=[CH:2][CH:1]=[CH:6][C:5]=2[N:7]=1. The catalyst class is: 5. (3) Reactant: Cl[CH2:2][C:3]1[CH:8]=[CH:7][C:6]([C@H:9]([C:27]2[CH:32]=[CH:31][C:30]([Cl:33])=[CH:29][CH:28]=2)[N:10]2[CH2:13][C:12](=[C:14]([C:19]3[CH:24]=[C:23]([F:25])[CH:22]=[C:21]([F:26])[CH:20]=3)[S:15]([CH3:18])(=[O:17])=[O:16])[CH2:11]2)=[CH:5][CH:4]=1.[CH3:34][C:35]1([CH3:41])[CH2:40][CH2:39][CH2:38][NH:37][CH2:36]1. Product: [Cl:33][C:30]1[CH:29]=[CH:28][C:27]([C@@H:9]([C:6]2[CH:7]=[CH:8][C:3]([CH2:2][N:37]3[CH2:38][CH2:39][CH2:40][C:35]([CH3:41])([CH3:34])[CH2:36]3)=[CH:4][CH:5]=2)[N:10]2[CH2:13][C:12](=[C:14]([C:19]3[CH:20]=[C:21]([F:26])[CH:22]=[C:23]([F:25])[CH:24]=3)[S:15]([CH3:18])(=[O:17])=[O:16])[CH2:11]2)=[CH:32][CH:31]=1. The catalyst class is: 4. (4) Reactant: [NH2:1][C:2]1[CH:7]=[CH:6][CH:5]=[CH:4][C:3]=1[CH:8]1[N:13]2[N:14]=[C:15]([C:19]3[CH:24]=[CH:23][C:22]([OH:25])=[CH:21][CH:20]=3)[C:16]([C:17]#[N:18])=[C:12]2[NH:11][CH2:10][CH2:9]1.Br[CH2:27][C:28]1[CH:33]=[CH:32][CH:31]=[CH:30][CH:29]=1.C([O-])([O-])=O.[K+].[K+]. Product: [NH2:1][C:2]1[CH:7]=[CH:6][CH:5]=[CH:4][C:3]=1[CH:8]1[N:13]2[N:14]=[C:15]([C:19]3[CH:20]=[CH:21][C:22]([O:25][CH2:27][C:28]4[CH:33]=[CH:32][CH:31]=[CH:30][CH:29]=4)=[CH:23][CH:24]=3)[C:16]([C:17]#[N:18])=[C:12]2[NH:11][CH2:10][CH2:9]1. The catalyst class is: 21. (5) Reactant: C([Li])(C)(C)C.Br[C:7]1[CH:12]=[CH:11][C:10]([CH3:13])=[C:9]([F:14])[CH:8]=1.CN(C)[CH:17]=[O:18].S(=O)(=O)(O)[O-].[K+]. Product: [F:14][C:9]1[CH:8]=[C:7]([CH:12]=[CH:11][C:10]=1[CH3:13])[CH:17]=[O:18]. The catalyst class is: 359. (6) Reactant: [Br:1][C:2]1[CH:7]=[C:6]([Cl:8])[CH:5]=[CH:4][N:3]=1.C([N-]C(C)C)(C)C.[Li+].CN([CH:20]=[O:21])C. Product: [Br:1][C:2]1[N:3]=[CH:4][CH:5]=[C:6]([Cl:8])[C:7]=1[CH:20]=[O:21]. The catalyst class is: 7. (7) Reactant: N([O-])=O.[Na+].[Br:5][C:6]1[CH:12]=[CH:11][CH:10]=[C:9]([CH3:13])[C:7]=1N.Cl.[I-:15].[K+]. The catalyst class is: 6. Product: [Br:5][C:6]1[CH:12]=[CH:11][CH:10]=[C:9]([CH3:13])[C:7]=1[I:15]. (8) Reactant: [C:1]([N:5]([C:26](=[O:35])[C:27]1[CH:32]=[C:31]([CH3:33])[CH:30]=[C:29]([CH3:34])[CH:28]=1)[NH:6][C:7](=[O:25])[C:8]1[CH:13]=[CH:12][C:11]([CH:14]=O)=[C:10]([B:16]2OC(C)(C)C(C)(C)[O:17]2)[CH:9]=1)([CH3:4])([CH3:3])[CH3:2].[C:36]1([NH:42][NH2:43])[CH:41]=[CH:40][CH:39]=[CH:38][CH:37]=1.C(Cl)Cl. Product: [C:1]([N:5]([C:26](=[O:35])[C:27]1[CH:32]=[C:31]([CH3:33])[CH:30]=[C:29]([CH3:34])[CH:28]=1)[NH:6][C:7]([C:8]1[CH:13]=[CH:12][C:11]2[CH:14]=[N:43][N:42]([C:36]3[CH:41]=[CH:40][CH:39]=[CH:38][CH:37]=3)[B:16]([OH:17])[C:10]=2[CH:9]=1)=[O:25])([CH3:4])([CH3:2])[CH3:3]. The catalyst class is: 14.